Dataset: Forward reaction prediction with 1.9M reactions from USPTO patents (1976-2016). Task: Predict the product of the given reaction. (1) The product is: [Cl:7][C:8]1[C:17]2[C:12](=[CH:13][CH:14]=[CH:15][CH:16]=2)[C:11]([O:18][CH2:20][CH:21]([F:23])[F:22])=[CH:10][N:9]=1. Given the reactants C(=O)([O-])[O-].[K+].[K+].[Cl:7][C:8]1[C:17]2[C:12](=[CH:13][CH:14]=[CH:15][CH:16]=2)[C:11]([OH:18])=[CH:10][N:9]=1.Br[CH2:20][CH:21]([F:23])[F:22].O, predict the reaction product. (2) Given the reactants [F:1][C:2]1[CH:10]=[C:9]2[C:5]([C:6]([Sn](CCCC)(CCCC)CCCC)=[N:7][N:8]2[CH3:11])=[CH:4][CH:3]=1.Br[C:26]1[N:27]=[C:28]2[C:34]([C:35]([O:37][CH3:38])=[O:36])=[CH:33][N:32]([CH2:39][O:40][C:41](=[O:46])[C:42]([CH3:45])([CH3:44])[CH3:43])[C:29]2=[N:30][CH:31]=1, predict the reaction product. The product is: [F:1][C:2]1[CH:10]=[C:9]2[C:5]([C:6]([C:26]3[N:27]=[C:28]4[C:34]([C:35]([O:37][CH3:38])=[O:36])=[CH:33][N:32]([CH2:39][O:40][C:41](=[O:46])[C:42]([CH3:44])([CH3:43])[CH3:45])[C:29]4=[N:30][CH:31]=3)=[N:7][N:8]2[CH3:11])=[CH:4][CH:3]=1. (3) Given the reactants [N+:1]([C:4]1[CH:13]=[CH:12][CH:11]=[C:10]2[C:5]=1[CH:6]=[CH:7][C:8](Cl)=[N:9]2)([O-])=O.[NH2:15][C:16]1[C:24]2[O:23][C:22]([CH3:26])([CH3:25])[CH2:21][C:20]=2[CH:19]=[CH:18][CH:17]=1.[NH:27]1[C:31]2[CH:32]=[CH:33][C:34]([CH:36]=O)=[CH:35][C:30]=2[N:29]=[CH:28]1, predict the reaction product. The product is: [NH:27]1[C:31]2[CH:32]=[CH:33][C:34]([CH2:36][NH:1][C:4]3[C:5]4[CH:6]=[CH:7][C:8]([NH:15][C:16]5[C:24]6[O:23][C:22]([CH3:26])([CH3:25])[CH2:21][C:20]=6[CH:19]=[CH:18][CH:17]=5)=[N:9][C:10]=4[CH:11]=[CH:12][CH:13]=3)=[CH:35][C:30]=2[N:29]=[CH:28]1. (4) The product is: [NH2:7][C:6]1[CH:8]=[C:2]([CH:3]=[CH:4][C:5]=1[N+:9]([O-:11])=[O:10])[O:12][CH2:13][C@@H:14]([NH:16][C:17](=[O:23])[O:18][C:19]([CH3:22])([CH3:21])[CH3:20])[CH3:15]. Given the reactants F[C:2]1[CH:3]=[CH:4][C:5]([N+:9]([O-:11])=[O:10])=[C:6]([CH:8]=1)[NH2:7].[OH:12][CH2:13][C@@H:14]([NH:16][C:17](=[O:23])[O:18][C:19]([CH3:22])([CH3:21])[CH3:20])[CH3:15].[H-].[Na+], predict the reaction product. (5) Given the reactants [OH:1][CH2:2][CH:3]1[CH2:8][CH2:7][N:6]([C:9]([O:11][C:12]([CH3:15])([CH3:14])[CH3:13])=[O:10])[CH2:5][CH2:4]1.CC(C)([O-])C.[Na+].[Br:22][C:23]1[CH:24]=[N:25][C:26](Cl)=[N:27][CH:28]=1, predict the reaction product. The product is: [Br:22][C:23]1[CH:24]=[N:25][C:26]([O:1][CH2:2][CH:3]2[CH2:8][CH2:7][N:6]([C:9]([O:11][C:12]([CH3:15])([CH3:14])[CH3:13])=[O:10])[CH2:5][CH2:4]2)=[N:27][CH:28]=1. (6) Given the reactants [Cl:1][C:2]1[CH:7]=[C:6]([C:8]2[C:17]3[C:12](=[CH:13][C:14]([S:18]([N:21](CC4C=CC(OC)=CC=4)[C:22]4[N:23]=[CH:24][S:25][CH:26]=4)(=[O:20])=[O:19])=[CH:15][CH:16]=3)[N:11]=[CH:10][N:9]=2)[C:5]([O:36][CH3:37])=[CH:4][C:3]=1[C:38]1[CH:43]=[CH:42][CH:41]=[C:40]([F:44])[CH:39]=1.OS([C:49]([F:52])([F:51])[F:50])(=O)=O.[OH2:53], predict the reaction product. The product is: [F:50][C:49]([F:52])([F:51])[C:37]([OH:36])=[O:53].[Cl:1][C:2]1[CH:7]=[C:6]([C:8]2[C:17]3[C:12](=[CH:13][C:14]([S:18]([NH:21][C:22]4[N:23]=[CH:24][S:25][CH:26]=4)(=[O:19])=[O:20])=[CH:15][CH:16]=3)[N:11]=[CH:10][N:9]=2)[C:5]([O:36][CH3:37])=[CH:4][C:3]=1[C:38]1[CH:43]=[CH:42][CH:41]=[C:40]([F:44])[CH:39]=1. (7) Given the reactants [Cl:1][C:2]1[CH:27]=[CH:26][C:5]([CH2:6][N:7]2[C:15]3[C:10](=[CH:11][C:12]([CH:16]=[C:17]4[S:21][C:20](SCC)=[N:19][C:18]4=[O:25])=[CH:13][CH:14]=3)[CH:9]=[N:8]2)=[C:4]([C:28]([F:31])([F:30])[F:29])[CH:3]=1.[O:32]1[C:36]2[CH2:37][NH:38][CH2:39][CH2:40][C:35]=2[C:34]([OH:41])=[N:33]1, predict the reaction product. The product is: [Cl:1][C:2]1[CH:27]=[CH:26][C:5]([CH2:6][N:7]2[C:15]3[C:10](=[CH:11][C:12]([CH:16]=[C:17]4[S:21][C:20]([N:38]5[CH2:39][CH2:40][C:35]6[C:34]([OH:41])=[N:33][O:32][C:36]=6[CH2:37]5)=[N:19][C:18]4=[O:25])=[CH:13][CH:14]=3)[CH:9]=[N:8]2)=[C:4]([C:28]([F:29])([F:30])[F:31])[CH:3]=1.